From a dataset of Full USPTO retrosynthesis dataset with 1.9M reactions from patents (1976-2016). Predict the reactants needed to synthesize the given product. Given the product [CH3:1][O:2][CH2:3][C:4]1[N:9]=[CH:8][C:7]([O:10][C:11]2[CH:17]=[CH:16][C:14]([NH:15]/[N:25]=[C:30](\[CH3:29])/[C:31]([O:33][CH2:34][CH3:35])=[O:32])=[C:13]([O:18][CH:19]3[CH2:24][CH2:23][O:22][CH2:21][CH2:20]3)[CH:12]=2)=[CH:6][CH:5]=1, predict the reactants needed to synthesize it. The reactants are: [CH3:1][O:2][CH2:3][C:4]1[N:9]=[CH:8][C:7]([O:10][C:11]2[CH:17]=[CH:16][C:14]([NH2:15])=[C:13]([O:18][CH:19]3[CH2:24][CH2:23][O:22][CH2:21][CH2:20]3)[CH:12]=2)=[CH:6][CH:5]=1.[N:25]([O-])=O.[Na+].[CH3:29][CH:30](C(C)=O)[C:31]([O:33][CH2:34][CH3:35])=[O:32].[OH-].[K+].